From a dataset of Full USPTO retrosynthesis dataset with 1.9M reactions from patents (1976-2016). Predict the reactants needed to synthesize the given product. (1) Given the product [N:1]1([CH2:5][C@@H:6]([NH:7][C:18]2[C:19]3[CH:27]=[CH:26][CH:25]=[C:24]([C:28]([NH2:30])=[O:29])[C:20]=3[N:21]=[N:22][N:23]=2)[C:8]2[CH:13]=[CH:12][C:11]([Cl:14])=[C:10]([O:15][CH3:16])[CH:9]=2)[CH2:4][CH2:3][CH2:2]1, predict the reactants needed to synthesize it. The reactants are: [N:1]1([CH2:5][C@H:6]([C:8]2[CH:13]=[CH:12][C:11]([Cl:14])=[C:10]([O:15][CH3:16])[CH:9]=2)[NH2:7])[CH2:4][CH2:3][CH2:2]1.O[C:18]1[C:19]2[CH:27]=[CH:26][CH:25]=[C:24]([C:28]([NH2:30])=[O:29])[C:20]=2[N:21]=[N:22][N:23]=1. (2) Given the product [F:16][C:9]1[CH:10]=[CH:11][C:12]([O:14][CH3:15])=[C:13]2[C:8]=1[CH2:7][CH2:6][NH:5][C:4]2=[O:3], predict the reactants needed to synthesize it. The reactants are: C([O:3][C:4](=O)[NH:5][CH2:6][CH2:7][C:8]1[CH:13]=[C:12]([O:14][CH3:15])[CH:11]=[CH:10][C:9]=1[F:16])C.O=P12OP3(OP(OP(O3)(O1)=O)(=O)O2)=O.O=P(Cl)(Cl)Cl.